Dataset: Forward reaction prediction with 1.9M reactions from USPTO patents (1976-2016). Task: Predict the product of the given reaction. (1) Given the reactants [C:1]([C:3]1[C:4]([N:21]2[CH2:26][CH2:25][CH:24]([C:27](O)=[O:28])[CH2:23][CH2:22]2)=[N:5][C:6]([CH2:14][N:15]2[CH2:19][CH2:18][CH2:17][C:16]2=[O:20])=[C:7]([C:9]([O:11][CH2:12][CH3:13])=[O:10])[CH:8]=1)#[N:2].[F:30][C:31]1[CH:36]=[CH:35][C:34]([N:37]([CH3:42])[S:38]([NH2:41])(=[O:40])=[O:39])=[CH:33][CH:32]=1, predict the reaction product. The product is: [C:1]([C:3]1[C:4]([N:21]2[CH2:22][CH2:23][CH:24]([C:27](=[O:28])[NH:41][S:38]([N:37]([C:34]3[CH:35]=[CH:36][C:31]([F:30])=[CH:32][CH:33]=3)[CH3:42])(=[O:39])=[O:40])[CH2:25][CH2:26]2)=[N:5][C:6]([CH2:14][N:15]2[CH2:19][CH2:18][CH2:17][C:16]2=[O:20])=[C:7]([CH:8]=1)[C:9]([O:11][CH2:12][CH3:13])=[O:10])#[N:2]. (2) Given the reactants [Cl:1][C:2]1[C:7]([C:8]([F:11])([F:10])[F:9])=[CH:6][CH:5]=[CH:4][C:3]=1[C:12]([N:14]1[CH:19]=[CH:18][C:17]2[N:20]([C:23]3[CH:28]=[C:27]([CH3:29])[CH:26]=[C:25]([CH3:30])[N:24]=3)[N:21]=[N:22][C:16]=2[CH:15]1[CH3:31])=[O:13].ClC1C(C(F)(F)F)=CC=CC=1C(N1C=CC2N(C3C(C)=CC(C)=CN=3)N=NC=2C1C)=O.C1COCC1, predict the reaction product. The product is: [Cl:1][C:2]1[C:7]([C:8]([F:10])([F:9])[F:11])=[CH:6][CH:5]=[CH:4][C:3]=1[C:12]([N:14]1[CH2:19][CH2:18][C:17]2[N:20]([C:23]3[CH:28]=[C:27]([CH3:29])[CH:26]=[C:25]([CH3:30])[N:24]=3)[N:21]=[N:22][C:16]=2[CH:15]1[CH3:31])=[O:13]. (3) Given the reactants [F:1][C:2]1[CH:9]=[CH:8][CH:7]=[C:6]([F:10])[C:3]=1[C:4]#[N:5].C(N(CC)CC)C.O.[S-2:19].[Na+].[Na+].Cl, predict the reaction product. The product is: [F:1][C:2]1[CH:9]=[CH:8][CH:7]=[C:6]([F:10])[C:3]=1[C:4](=[S:19])[NH2:5]. (4) Given the reactants [OH:1][C:2]1[CH:3]=[C:4]2[C:9](=[CH:10][CH:11]=1)[CH:8]=[C:7]([C@:12]1([CH3:18])[CH2:16][O:15][C:14](=[O:17])[NH:13]1)[CH:6]=[CH:5]2.[CH3:19][C:20]([CH:24]1[CH2:29][CH2:28][CH:27](O)[CH2:26][CH2:25]1)([CH3:23])[CH2:21][CH3:22].O1CCCC1.C1(P(C2C=CC=CC=2)C2C=CC=CC=2)C=CC=CC=1.N(C(OC(C)C)=O)=NC(OC(C)C)=O, predict the reaction product. The product is: [CH3:23][C:20]([CH:24]1[CH2:25][CH2:26][CH:27]([O:1][C:2]2[CH:3]=[C:4]3[C:9](=[CH:10][CH:11]=2)[CH:8]=[C:7]([C@:12]2([CH3:18])[CH2:16][O:15][C:14](=[O:17])[NH:13]2)[CH:6]=[CH:5]3)[CH2:28][CH2:29]1)([CH3:19])[CH2:21][CH3:22].